From a dataset of Forward reaction prediction with 1.9M reactions from USPTO patents (1976-2016). Predict the product of the given reaction. Given the reactants Br[C:2]1[CH:3]=[N:4][CH:5]=[CH:6][CH:7]=1.[CH2:8]([OH:11])[C:9]#[CH:10].C(N(C(C)C)CC)(C)C.C(P(C(C)(C)C)C(C)(C)C)(C)(C)C, predict the reaction product. The product is: [N:4]1[CH:5]=[CH:6][CH:7]=[C:2]([C:10]#[C:9][CH2:8][OH:11])[CH:3]=1.